This data is from Forward reaction prediction with 1.9M reactions from USPTO patents (1976-2016). The task is: Predict the product of the given reaction. (1) Given the reactants [CH:1]1([C:7]2[C:8]([CH3:13])=[N:9][CH:10]=[CH:11][CH:12]=2)[CH2:6][CH2:5][CH2:4][CH2:3][CH2:2]1.C1C=C(Cl)C=C(C(OO)=[O:22])C=1, predict the reaction product. The product is: [CH:1]1([C:7]2[C:8]([CH3:13])=[N+:9]([O-:22])[CH:10]=[CH:11][CH:12]=2)[CH2:2][CH2:3][CH2:4][CH2:5][CH2:6]1. (2) The product is: [CH2:1]([O:3][C:4](=[O:16])[CH2:5][N:6]1[C:14]2[C:9](=[CH:10][CH:11]=[C:12]([O:15][CH2:24][CH2:23][C:22]3[N:18]([CH3:17])[N:19]=[C:20]([C:26]4[CH:27]=[CH:28][C:29]([O:32][C:33]([F:36])([F:35])[F:34])=[CH:30][CH:31]=4)[CH:21]=3)[CH:13]=2)[CH:8]=[CH:7]1)[CH3:2]. Given the reactants [CH2:1]([O:3][C:4](=[O:16])[CH2:5][N:6]1[C:14]2[C:9](=[CH:10][CH:11]=[C:12]([OH:15])[CH:13]=2)[CH:8]=[CH:7]1)[CH3:2].[CH3:17][N:18]1[C:22]([CH2:23][CH2:24]O)=[CH:21][C:20]([C:26]2[CH:31]=[CH:30][C:29]([O:32][C:33]([F:36])([F:35])[F:34])=[CH:28][CH:27]=2)=[N:19]1.N(C(OC(C)(C)C)=O)=NC(OC(C)(C)C)=O.C1(P(C2C=CC=CC=2)C2C=CC=CC=2)C=CC=CC=1, predict the reaction product. (3) The product is: [CH2:20]([O:27][C:28]([NH:8][C:7]1[CH:9]=[CH:10][CH:11]=[CH:12][C:6]=1[N+:3]([O-:5])=[O:4])=[O:29])[C:21]1[CH:26]=[CH:25][CH:24]=[CH:23][CH:22]=1. Given the reactants [H-].[Na+].[N+:3]([C:6]1[CH:12]=[CH:11][CH:10]=[CH:9][C:7]=1[NH2:8])([O-:5])=[O:4].C1(C)C=CC=CC=1.[CH2:20]([O:27][C:28](Cl)=[O:29])[C:21]1[CH:26]=[CH:25][CH:24]=[CH:23][CH:22]=1, predict the reaction product. (4) Given the reactants [CH3:1][O:2][C:3]1[CH:4]=[C:5]([CH:9]=[CH:10][C:11]=1[O:12][CH3:13])[C:6]([OH:8])=O.CCN=C=NCCCN(C)C.C[O:26][C:27](=[O:78])[C@@H:28]([NH:45][C:46]([C@@H:48]1[CH2:57][C:56]2[CH:55]=[C:54]3[O:58][CH2:59][C@H:60]([C:62]4[CH:67]=[CH:66][C:65]([O:68][CH2:69][C:70]5[CH:75]=[CH:74][C:73]([Cl:76])=[C:72]([Cl:77])[CH:71]=5)=[CH:64][CH:63]=4)[O:61][C:53]3=[CH:52][C:51]=2[CH2:50][NH:49]1)=[O:47])[CH2:29][C:30]1[CH:35]=[CH:34][C:33]([O:36][C:37]2[CH:42]=[CH:41][N:40]=[C:39]([CH3:43])[C:38]=2[CH3:44])=[CH:32][CH:31]=1, predict the reaction product. The product is: [Cl:77][C:72]1[CH:71]=[C:70]([CH:75]=[CH:74][C:73]=1[Cl:76])[CH2:69][O:68][C:65]1[CH:66]=[CH:67][C:62]([C@H:60]2[CH2:59][O:58][C:54]3=[CH:55][C:56]4[CH2:57][C@@H:48]([C:46]([NH:45][C@@H:28]([CH2:29][C:30]5[CH:35]=[CH:34][C:33]([O:36][C:37]6[CH:42]=[CH:41][N:40]=[C:39]([CH3:43])[C:38]=6[CH3:44])=[CH:32][CH:31]=5)[C:27]([OH:78])=[O:26])=[O:47])[N:49]([C:6](=[O:8])[C:5]5[CH:9]=[CH:10][C:11]([O:12][CH3:13])=[C:3]([O:2][CH3:1])[CH:4]=5)[CH2:50][C:51]=4[CH:52]=[C:53]3[O:61]2)=[CH:63][CH:64]=1. (5) Given the reactants [CH3:1][C:2]1[N:6]=[C:5]([CH3:7])[S:4][C:3]=1/[CH:8]=[CH:9]/[C:10](N(C)C)=O.[CH3:15][O:16][C:17]1[CH:22]=[CH:21][C:20]([NH:23][C:24]([NH2:26])=[NH:25])=[C:19]([CH3:27])[CH:18]=1, predict the reaction product. The product is: [CH3:7][C:5]1[S:4][C:3]([C:8]2[CH:9]=[CH:10][N:26]=[C:24]([NH:23][C:20]3[CH:21]=[CH:22][C:17]([O:16][CH3:15])=[CH:18][C:19]=3[CH3:27])[N:25]=2)=[C:2]([CH3:1])[N:6]=1. (6) The product is: [CH2:1]([O:3][C:4](=[O:36])[CH2:5][O:6][C:7]1[CH:12]=[CH:11][C:10]([S:13]([N:16]2[CH2:25][CH:24]([CH2:26][CH2:27][C:28]3[CH:29]=[CH:30][CH:31]=[CH:32][CH:33]=3)[C:23]3[C:18](=[CH:19][C:20]([O:34][S:45]([C:44]([F:57])([F:56])[F:43])(=[O:47])=[O:46])=[CH:21][CH:22]=3)[CH2:17]2)(=[O:15])=[O:14])=[CH:9][C:8]=1[CH3:35])[CH3:2]. Given the reactants [CH2:1]([O:3][C:4](=[O:36])[CH2:5][O:6][C:7]1[CH:12]=[CH:11][C:10]([S:13]([N:16]2[CH2:25][CH:24]([CH2:26][CH2:27][C:28]3[CH:33]=[CH:32][CH:31]=[CH:30][CH:29]=3)[C:23]3[C:18](=[CH:19][C:20]([OH:34])=[CH:21][CH:22]=3)[CH2:17]2)(=[O:15])=[O:14])=[CH:9][C:8]=1[CH3:35])[CH3:2].N1C=CC=CC=1.[F:43][C:44]([F:57])([F:56])[S:45](O[S:45]([C:44]([F:57])([F:56])[F:43])(=[O:47])=[O:46])(=[O:47])=[O:46], predict the reaction product. (7) The product is: [OH:1][CH2:9][C@H:10]1[C@H:18]2[N:13]([C:14]3[CH:22]=[CH:21][C:20]([N:23]4[CH:27]=[CH:26][O:25][C:24]4=[O:28])=[CH:19][C:15]=3[O:16][CH2:17]2)[C:12](=[O:29])[O:11]1. Given the reactants [O:1]([CH2:9][C@H:10]1[C@H:18]2[N:13]([C:14]3[CH:22]=[CH:21][C:20]([N:23]4[CH:27]=[CH:26][O:25][C:24]4=[O:28])=[CH:19][C:15]=3[O:16][CH2:17]2)[C:12](=[O:29])[O:11]1)[Si](C(C)(C)C)(C)C.CCCC[N+](CCCC)(CCCC)CCCC.[F-], predict the reaction product.